From a dataset of Full USPTO retrosynthesis dataset with 1.9M reactions from patents (1976-2016). Predict the reactants needed to synthesize the given product. (1) Given the product [Cl:31][C:32]1[CH:39]=[CH:38][CH:37]=[CH:36][C:33]=1[CH2:34][O:35][C:2]1[C:7]2[N:8]=[C:9]([CH3:12])[N:10]([CH3:11])[C:6]=2[CH:5]=[CH:4][N:3]=1, predict the reactants needed to synthesize it. The reactants are: Cl[C:2]1[C:7]2[N:8]=[C:9]([CH3:12])[N:10]([CH3:11])[C:6]=2[CH:5]=[CH:4][N:3]=1.C1OCCOCCOCCOCCOCCOC1.[Cl:31][C:32]1[CH:39]=[CH:38][CH:37]=[CH:36][C:33]=1[CH2:34][OH:35].CC(C)([O-])C.[K+].P([O-])(O)(O)=O.[K+]. (2) Given the product [Cl:1][C:2]1[CH:3]=[C:4]([NH:10][CH2:11][CH3:12])[C:5]([CH:8]=[O:9])=[CH:6][N:7]=1, predict the reactants needed to synthesize it. The reactants are: [Cl:1][C:2]1[N:7]=[CH:6][C:5]([CH2:8][OH:9])=[C:4]([NH:10][CH2:11][CH3:12])[CH:3]=1. (3) Given the product [OH:16][C:6]1[C:5]([OH:4])=[CH:10][C:9]([C:11]#[N:12])=[C:8]([C:28]2[CH:33]=[CH:32][C:31]([CH3:34])=[CH:30][CH:29]=2)[C:7]=1[C:14]#[N:15], predict the reactants needed to synthesize it. The reactants are: C([O:4][C:5]1[CH:10]=[C:9]([C:11]#[N:12])[C:8](Br)=[C:7]([C:14]#[N:15])[C:6]=1[O:16]C(=O)C)(=O)C.CC1(C)C(C)(C)OB([C:28]2[CH:33]=[CH:32][C:31]([CH3:34])=[CH:30][CH:29]=2)O1. (4) The reactants are: [CH3:1][CH2:2][C:3](=[O:9])[CH2:4][C:5](=O)[CH2:6][CH3:7].C([O-])(=O)C.[NH4+:14]. Given the product [NH2:14][C:5]([CH2:6][CH3:7])=[CH:4][C:3](=[O:9])[CH2:2][CH3:1], predict the reactants needed to synthesize it. (5) Given the product [C:8]([C:12]1[CH:17]=[CH:16][C:15]([S:18]([NH:21][CH2:22][C:23]2[CH:24]=[CH:25][C:26]([C:27]([NH:61][C:58]3[CH:59]=[N:60][C:55]([O:54][CH3:53])=[CH:56][CH:57]=3)=[O:29])=[CH:30][CH:31]=2)(=[O:20])=[O:19])=[CH:14][CH:13]=1)([CH3:11])([CH3:9])[CH3:10], predict the reactants needed to synthesize it. The reactants are: C(N(CC)CC)C.[C:8]([C:12]1[CH:17]=[CH:16][C:15]([S:18]([NH:21][CH2:22][C:23]2[CH:31]=[CH:30][C:26]([C:27]([OH:29])=O)=[CH:25][CH:24]=2)(=[O:20])=[O:19])=[CH:14][CH:13]=1)([CH3:11])([CH3:10])[CH3:9].CCN=C=NCCCN(C)C.C1C=CC2N(O)N=NC=2C=1.[CH3:53][O:54][C:55]1[N:60]=[CH:59][C:58]([NH2:61])=[CH:57][CH:56]=1. (6) Given the product [CH3:57][O:56][C:55]1[CH:54]=[CH:53][C:52]([C:43]([O:26][CH2:25][C@H:22]2[O:21][C@@H:20]([N:27]3[CH:42]=[CH:41][C:31]([NH:32][C:33](=[O:40])[C:34]4[CH:39]=[CH:38][CH:37]=[CH:36][CH:35]=4)=[N:30][C:28]3=[O:29])[C@H:19]([O:18][CH2:17][C:1]3[C:14]4[C:15]5=[C:16]6[C:11](=[CH:12][CH:13]=4)[CH:10]=[CH:9][CH:8]=[C:7]6[CH:6]=[CH:5][C:4]5=[CH:3][CH:2]=3)[C@@H:23]2[OH:24])([C:60]2[CH:61]=[CH:62][CH:63]=[CH:64][CH:65]=2)[C:44]2[CH:51]=[CH:50][C:47]([O:48][CH3:49])=[CH:46][CH:45]=2)=[CH:59][CH:58]=1, predict the reactants needed to synthesize it. The reactants are: [C:1]1([CH2:17][O:18][C@@H:19]2[C@H:23]([OH:24])[C@@H:22]([CH2:25][OH:26])[O:21][C@H:20]2[N:27]2[CH:42]=[CH:41][C:31]([NH:32][C:33](=[O:40])[C:34]3[CH:39]=[CH:38][CH:37]=[CH:36][CH:35]=3)=[N:30][C:28]2=[O:29])[C:14]2[C:15]3=[C:16]4[C:11](=[CH:12][CH:13]=2)[CH:10]=[CH:9][CH:8]=[C:7]4[CH:6]=[CH:5][C:4]3=[CH:3][CH:2]=1.[C:43](Cl)([C:60]1[CH:65]=[CH:64][CH:63]=[CH:62][CH:61]=1)([C:52]1[CH:59]=[CH:58][C:55]([O:56][CH3:57])=[CH:54][CH:53]=1)[C:44]1[CH:51]=[CH:50][C:47]([O:48][CH3:49])=[CH:46][CH:45]=1.